This data is from Full USPTO retrosynthesis dataset with 1.9M reactions from patents (1976-2016). The task is: Predict the reactants needed to synthesize the given product. (1) Given the product [C:39]([C:17]1[C:18]([O:37][CH3:38])=[C:19]([NH:21][C:22](=[O:36])[C:23]2[CH:28]=[CH:27][C:26]([NH:29][CH2:30][C:31]([F:33])([F:32])[F:34])=[C:25]([F:35])[CH:24]=2)[CH:20]=[C:15]([C:14]2[C:9](=[O:8])[NH:10][CH:11]=[CH:12][CH:13]=2)[CH:16]=1)([CH3:42])([CH3:40])[CH3:41], predict the reactants needed to synthesize it. The reactants are: C([O:8][C:9]1[C:14]([C:15]2[CH:16]=[C:17]([C:39]([CH3:42])([CH3:41])[CH3:40])[C:18]([O:37][CH3:38])=[C:19]([NH:21][C:22](=[O:36])[C:23]3[CH:28]=[CH:27][C:26]([NH:29][CH2:30][C:31]([F:34])([F:33])[F:32])=[C:25]([F:35])[CH:24]=3)[CH:20]=2)=[CH:13][CH:12]=[CH:11][N:10]=1)C1C=CC=CC=1. (2) Given the product [F:10][C:5]1[C:6]([O:8][CH3:9])=[N:7][C:2]([NH:15][C:14]2[CH:16]=[C:17]([B:19]3[O:23][C:22]([CH3:24])([CH3:25])[C:21]([CH3:27])([CH3:26])[O:20]3)[CH:18]=[C:12]([CH3:11])[CH:13]=2)=[N:3][CH:4]=1, predict the reactants needed to synthesize it. The reactants are: Cl[C:2]1[N:7]=[C:6]([O:8][CH3:9])[C:5]([F:10])=[CH:4][N:3]=1.[CH3:11][C:12]1[CH:13]=[C:14]([CH:16]=[C:17]([B:19]2[O:23][C:22]([CH3:25])([CH3:24])[C:21]([CH3:27])([CH3:26])[O:20]2)[CH:18]=1)[NH2:15].O1CCOCC1.CS(O)(=O)=O. (3) The reactants are: F[C:2]1[CH:7]=[CH:6][C:5]([N+:8]([O-:10])=[O:9])=[C:4]([O:11][CH3:12])[CH:3]=1.[OH:13][CH:14]1[CH2:19][CH2:18][NH:17][CH2:16][CH2:15]1.C(=O)([O-])[O-].[K+].[K+]. Given the product [CH3:12][O:11][C:4]1[CH:3]=[C:2]([N:17]2[CH2:18][CH2:19][CH:14]([OH:13])[CH2:15][CH2:16]2)[CH:7]=[CH:6][C:5]=1[N+:8]([O-:10])=[O:9], predict the reactants needed to synthesize it. (4) Given the product [Cl:25][C:26]1[CH:31]=[CH:30][CH:29]=[CH:28][C:27]=1[NH:32][NH:33][C:11]1[C:16]([C:17]([O:19][CH2:20][CH3:21])=[O:18])=[CH:15][N:14]=[C:13]([S:22][CH3:23])[N:12]=1, predict the reactants needed to synthesize it. The reactants are: C(N(CC)C(C)C)(C)C.Cl[C:11]1[C:16]([C:17]([O:19][CH2:20][CH3:21])=[O:18])=[CH:15][N:14]=[C:13]([S:22][CH3:23])[N:12]=1.Cl.[Cl:25][C:26]1[CH:31]=[CH:30][CH:29]=[CH:28][C:27]=1[NH:32][NH2:33].